From a dataset of NCI-60 drug combinations with 297,098 pairs across 59 cell lines. Regression. Given two drug SMILES strings and cell line genomic features, predict the synergy score measuring deviation from expected non-interaction effect. Drug 1: CC(C)(C#N)C1=CC(=CC(=C1)CN2C=NC=N2)C(C)(C)C#N. Drug 2: CCCCCOC(=O)NC1=NC(=O)N(C=C1F)C2C(C(C(O2)C)O)O. Cell line: T-47D. Synergy scores: CSS=-5.29, Synergy_ZIP=2.55, Synergy_Bliss=-1.89, Synergy_Loewe=-8.36, Synergy_HSA=-8.74.